From a dataset of Merck oncology drug combination screen with 23,052 pairs across 39 cell lines. Regression. Given two drug SMILES strings and cell line genomic features, predict the synergy score measuring deviation from expected non-interaction effect. (1) Drug 1: CN1C(=O)C=CC2(C)C3CCC4(C)C(NC(=O)OCC(F)(F)F)CCC4C3CCC12. Drug 2: Nc1ccn(C2OC(CO)C(O)C2(F)F)c(=O)n1. Cell line: COLO320DM. Synergy scores: synergy=5.95. (2) Drug 1: O=C(CCCCCCC(=O)Nc1ccccc1)NO. Drug 2: COC1=C2CC(C)CC(OC)C(O)C(C)C=C(C)C(OC(N)=O)C(OC)C=CC=C(C)C(=O)NC(=CC1=O)C2=O. Cell line: OCUBM. Synergy scores: synergy=-13.0.